This data is from Peptide-MHC class I binding affinity with 185,985 pairs from IEDB/IMGT. The task is: Regression. Given a peptide amino acid sequence and an MHC pseudo amino acid sequence, predict their binding affinity value. This is MHC class I binding data. The peptide sequence is KLHRYIDSM. The MHC is HLA-B15:17 with pseudo-sequence HLA-B15:17. The binding affinity (normalized) is 0.0847.